Predict the product of the given reaction. From a dataset of Forward reaction prediction with 1.9M reactions from USPTO patents (1976-2016). (1) Given the reactants [CH3:1][C:2]1[CH:7]2[C:8]3([CH3:15])[CH2:9][CH2:10][CH:11]([CH:12]([CH3:14])[CH3:13])[CH:6]2[CH:5]3[CH2:4][CH:3]=1, predict the reaction product. The product is: [CH3:1][C:2]1[C@H:7]2[C@@:8]([CH2:9][CH2:10][CH:11]=[C:12]([CH3:14])[CH3:13])([CH3:15])[C@H:5]([CH2:6]2)[CH2:4][CH:3]=1. (2) Given the reactants I[C:2]1[C:10]2[C:5](=[N:6][CH:7]=[C:8]([C:11]3[CH:12]=[C:13]([O:25][CH3:26])[C:14]([NH:17][C:18](=[O:24])[O:19][C:20]([CH3:23])([CH3:22])[CH3:21])=[N:15][CH:16]=3)[CH:9]=2)[N:4]([S:27]([C:30]2[CH:36]=[CH:35][C:33]([CH3:34])=[CH:32][CH:31]=2)(=[O:29])=[O:28])[CH:3]=1.[F:37][C:38]1[CH:39]=[C:40]([CH:58]=[CH:59][CH:60]=1)[CH2:41][N:42]1[C:46]([CH3:47])=[C:45](B2OC(C)(C)C(C)(C)O2)[C:44]([CH3:57])=[N:43]1.C(=O)([O-])[O-].[Na+].[Na+], predict the reaction product. The product is: [F:37][C:38]1[CH:39]=[C:40]([CH:58]=[CH:59][CH:60]=1)[CH2:41][N:42]1[C:46]([CH3:47])=[C:45]([C:2]2[C:10]3[C:5](=[N:6][CH:7]=[C:8]([C:11]4[CH:12]=[C:13]([O:25][CH3:26])[C:14]([NH:17][C:18](=[O:24])[O:19][C:20]([CH3:23])([CH3:22])[CH3:21])=[N:15][CH:16]=4)[CH:9]=3)[N:4]([S:27]([C:30]3[CH:36]=[CH:35][C:33]([CH3:34])=[CH:32][CH:31]=3)(=[O:29])=[O:28])[CH:3]=2)[C:44]([CH3:57])=[N:43]1. (3) Given the reactants [F:1][C:2]1[C:7]([NH2:8])=[C:6]([F:9])[C:5]([F:10])=[CH:4][C:3]=1[NH2:11].ClCCl.N1C=CC=CC=1.[CH2:21]([S:24](Cl)(=[O:26])=[O:25])[CH2:22][CH3:23], predict the reaction product. The product is: [NH2:8][C:7]1[C:2]([F:1])=[C:3]([NH:11][S:24]([CH2:21][CH2:22][CH3:23])(=[O:26])=[O:25])[CH:4]=[C:5]([F:10])[C:6]=1[F:9]. (4) The product is: [CH:40]1[C:41]2[C:42]3[C:47](=[CH:46][CH:45]=[CH:44][CH:43]=3)[C:48]3[C:53](=[CH:52][CH:51]=[CH:50][CH:49]=3)[C:54]=2[CH:55]=[CH:56][C:39]=1[C:35]1[CH:34]=[C:33]([C:7]2[CH:8]=[CH:9][C:10]3[S:11][C:12]4[S:16][C:15]5[CH:17]=[CH:18][CH:19]=[CH:20][C:14]=5[C:13]=4[C:21]=3[CH:22]=2)[CH:38]=[CH:37][CH:36]=1. Given the reactants FC(F)(F)S(O[C:7]1[CH:22]=[CH:21][C:10]2[S:11][C:12]3[S:16][C:15]4[CH:17]=[CH:18][CH:19]=[CH:20][C:14]=4[C:13]=3[C:9]=2[CH:8]=1)(=O)=O.CC1(C)C(C)(C)OB([C:33]2[CH:38]=[CH:37][CH:36]=[C:35]([C:39]3[CH:56]=[CH:55][C:54]4[C:53]5[C:48](=[CH:49][CH:50]=[CH:51][CH:52]=5)[C:47]5[C:42](=[CH:43][CH:44]=[CH:45][CH:46]=5)[C:41]=4[CH:40]=3)[CH:34]=2)O1.[O-]P([O-])([O-])=O.[K+].[K+].[K+].C1(C)C=CC=CC=1, predict the reaction product. (5) Given the reactants O[CH:2]=[C:3]1[C:11]2[C:6](=[CH:7][C:8]([C:12]([C:14]3[CH:15]=[C:16]([NH:20][C:21](=[O:29])[C:22]4[CH:27]=[CH:26][CH:25]=[CH:24][C:23]=4[CH3:28])[CH:17]=[CH:18][CH:19]=3)=[O:13])=[CH:9][CH:10]=2)[NH:5][C:4]1=[O:30].C1COCC1.[N:36]1([CH2:41][C:42]2[CH:47]=[CH:46][C:45]([NH2:48])=[CH:44][CH:43]=2)[CH2:40][CH2:39][CH2:38][CH2:37]1, predict the reaction product. The product is: [CH3:28][C:23]1[CH:24]=[CH:25][CH:26]=[CH:27][C:22]=1[C:21]([NH:20][C:16]1[CH:17]=[CH:18][CH:19]=[C:14]([C:12]([C:8]2[CH:7]=[C:6]3[C:11]([C:3](=[CH:2][NH:48][C:45]4[CH:44]=[CH:43][C:42]([CH2:41][N:36]5[CH2:40][CH2:39][CH2:38][CH2:37]5)=[CH:47][CH:46]=4)[C:4](=[O:30])[NH:5]3)=[CH:10][CH:9]=2)=[O:13])[CH:15]=1)=[O:29]. (6) Given the reactants Br[C:2]1[C:6]2[CH:7]=[N:8][C:9]([NH2:23])=[C:10]([O:11][C@@H:12]([C:14]3[C:19]([Cl:20])=[CH:18][CH:17]=[C:16]([F:21])[C:15]=3[Cl:22])[CH3:13])[C:5]=2[O:4][CH:3]=1.C(OC(=O)[NH:30][CH:31]1[CH2:36][CH2:35][CH:34]=[C:33](B2OC(C)(C)C(C)(C)O2)[CH2:32]1)(C)(C)C.C(OC(=O)NC1CCCC(B2OC(C)(C)C(C)(C)O2)=C1)(C)(C)C, predict the reaction product. The product is: [NH2:30][CH:31]1[CH2:32][C:33]([C:2]2[C:6]3[CH:7]=[N:8][C:9]([NH2:23])=[C:10]([O:11][C@@H:12]([C:14]4[C:19]([Cl:20])=[CH:18][CH:17]=[C:16]([F:21])[C:15]=4[Cl:22])[CH3:13])[C:5]=3[O:4][CH:3]=2)=[CH:34][CH2:35][CH2:36]1.